This data is from Reaction yield outcomes from USPTO patents with 853,638 reactions. The task is: Predict the reaction yield, written as a fraction of the theoretical maximum amount of product (1.0 means a 100% yield; for example, 0.34 means a 34% yield). (1) The reactants are [F:1][C:2]([F:29])([F:28])[C:3]1[CH:4]=[C:5]([CH:25]=[CH:26][CH:27]=1)[CH2:6][O:7][N:8]=[C:9]1[CH2:14][CH2:13][N:12]([S:15]([C:18]2[CH:23]=[CH:22][C:21]([NH2:24])=[CH:20][CH:19]=2)(=[O:17])=[O:16])[CH2:11][CH2:10]1.N1C=CC=CC=1.Cl[CH2:37][CH2:38][O:39]C(Cl)=O.[OH-].[K+]. The catalyst is C(Cl)(Cl)Cl. The product is [F:29][C:2]([F:1])([F:28])[C:3]1[CH:4]=[C:5]([CH:25]=[CH:26][CH:27]=1)[CH2:6][O:7][N:8]=[C:9]1[CH2:10][CH2:11][N:12]([S:15]([C:18]2[CH:23]=[CH:22][C:21]([NH:24][CH2:37][CH2:38][OH:39])=[CH:20][CH:19]=2)(=[O:16])=[O:17])[CH2:13][CH2:14]1. The yield is 0.700. (2) The yield is 0.150. The product is [C:1]([C:5]1[CH:10]=[C:9]([C:11]([CH3:14])([CH3:13])[CH3:12])[CH:8]=[C:7]([NH:15][CH3:18])[C:6]=1[OH:16])([CH3:4])([CH3:2])[CH3:3]. The catalyst is CO. The reactants are [C:1]([C:5]1[CH:10]=[C:9]([C:11]([CH3:14])([CH3:13])[CH3:12])[CH:8]=[C:7]([NH2:15])[C:6]=1[OH:16])([CH3:4])([CH3:3])[CH3:2].[BH3-][C:18]#N.[Na+].C=O. (3) The reactants are [CH3:1][C:2]1[N:7]=[C:6]([NH2:8])[CH:5]=[CH:4][CH:3]=1.[C:9]([O:13][C:14](O[C:14]([O:13][C:9]([CH3:12])([CH3:11])[CH3:10])=[O:15])=[O:15])([CH3:12])([CH3:11])[CH3:10].[C:24](=[O:26])=[O:25].[Cl-].[NH4+]. The catalyst is CN(C)C=O.C(N(CC)CC)C.N1C=CC=CC=1. The product is [C:9]([O:13][C:14]([N:8]([C:6]1[CH:5]=[CH:4][CH:3]=[C:2]([CH3:1])[N:7]=1)[C:24](=[O:26])[O:25][C:9]([CH3:12])([CH3:11])[CH3:10])=[O:15])([CH3:12])([CH3:11])[CH3:10]. The yield is 0.747. (4) The reactants are Cl[C:2]1[C:11]2[C:6](=[CH:7][CH:8]=[CH:9][CH:10]=2)[C:5]([Cl:12])=[N:4][N:3]=1.[F:13][C:14]([F:27])([F:26])[C:15]1[CH:16]=[C:17]([CH:19]=[C:20]([C:22]([F:25])([F:24])[F:23])[CH:21]=1)[NH2:18].[H-].[Na+]. The catalyst is O1CCOCC1. The product is [F:13][C:14]([F:26])([F:27])[C:15]1[CH:16]=[C:17]([NH:18][C:2]2[C:11]3[C:6](=[CH:7][CH:8]=[CH:9][CH:10]=3)[C:5]([Cl:12])=[N:4][N:3]=2)[CH:19]=[C:20]([C:22]([F:23])([F:25])[F:24])[CH:21]=1. The yield is 0.490. (5) The reactants are [NH2:1][C:2]1[N:3]=[CH:4][C:5]([C:12]2[CH:22]=[CH:21][C:15]([C:16]([N:18]([CH3:20])[CH3:19])=[O:17])=[CH:14][CH:13]=2)=[N:6][C:7]=1[C:8]([NH:10][NH2:11])=[O:9].[N:23]([CH2:26][C:27]1[CH:32]=[CH:31][CH:30]=[CH:29][CH:28]=1)=[C:24]=S.C(Cl)CCl. The catalyst is C1COCC1. The product is [NH2:1][C:2]1[N:3]=[CH:4][C:5]([C:12]2[CH:13]=[CH:14][C:15]([C:16]([N:18]([CH3:19])[CH3:20])=[O:17])=[CH:21][CH:22]=2)=[N:6][C:7]=1[C:8]1[O:9][C:24]([NH:23][CH2:26][C:27]2[CH:32]=[CH:31][CH:30]=[CH:29][CH:28]=2)=[N:11][N:10]=1. The yield is 0.730. (6) The reactants are [C:1]([N:4]1[C:13]2[C:8](=[CH:9][C:10]([C:14]3[CH:15]=[N:16][N:17]([CH2:19][CH2:20][N:21](C)[C:22](=[O:28])[O:23]C(C)(C)C)[CH:18]=3)=[CH:11][CH:12]=2)[C@H:7]([NH:30][C:31]2[CH:36]=[CH:35][N:34]=[CH:33][CH:32]=2)[CH2:6][C@@H:5]1[CH3:37])(=[O:3])[CH3:2].FC(F)(F)C(O)=O. The yield is 0.457. The product is [CH:22]([OH:28])=[O:23].[C:1]([N:4]1[C:13]2[C:8](=[CH:9][C:10]([C:14]3[CH:15]=[N:16][N:17]([CH2:19][CH2:20][NH:21][CH3:22])[CH:18]=3)=[CH:11][CH:12]=2)[C@H:7]([NH:30][C:31]2[CH:36]=[CH:35][N:34]=[CH:33][CH:32]=2)[CH2:6][C@@H:5]1[CH3:37])(=[O:3])[CH3:2]. The catalyst is ClCCl. (7) The reactants are [C:1]1([C:27]2[CH:32]=[CH:31][CH:30]=[CH:29][CH:28]=2)[CH:6]=[CH:5][C:4]([NH:7][C:8](=[O:26])[C:9]2[CH:14]=[CH:13][C:12](Br)=[C:11]([NH:16][C:17](=[O:25])[CH2:18][N:19]3[CH2:24][CH2:23][O:22][CH2:21][CH2:20]3)[CH:10]=2)=[CH:3][CH:2]=1.[CH3:33][N:34](C=O)C. The catalyst is C1C=CC([P]([Pd]([P](C2C=CC=CC=2)(C2C=CC=CC=2)C2C=CC=CC=2)([P](C2C=CC=CC=2)(C2C=CC=CC=2)C2C=CC=CC=2)[P](C2C=CC=CC=2)(C2C=CC=CC=2)C2C=CC=CC=2)(C2C=CC=CC=2)C2C=CC=CC=2)=CC=1.[C-]#N.[Zn+2].[C-]#N. The product is [C:1]1([C:27]2[CH:32]=[CH:31][CH:30]=[CH:29][CH:28]=2)[CH:6]=[CH:5][C:4]([NH:7][C:8](=[O:26])[C:9]2[CH:14]=[CH:13][C:12]([C:33]#[N:34])=[C:11]([NH:16][C:17](=[O:25])[CH2:18][N:19]3[CH2:24][CH2:23][O:22][CH2:21][CH2:20]3)[CH:10]=2)=[CH:3][CH:2]=1. The yield is 0.430.